Dataset: Catalyst prediction with 721,799 reactions and 888 catalyst types from USPTO. Task: Predict which catalyst facilitates the given reaction. (1) Reactant: [C:1]([CH:3]([N:14]([CH:21]1[CH2:26][CH2:25][C:24]([N:33]([CH3:35])[CH3:34])([C:27]2[CH:32]=[CH:31][CH:30]=[CH:29][CH:28]=2)[CH2:23][CH2:22]1)[C:15](=[O:20])[C:16]([F:19])([F:18])[F:17])[CH2:4][C:5]1[C:13]2[C:8](=[CH:9][CH:10]=[CH:11][CH:12]=2)[NH:7][CH:6]=1)#[N:2].[N-:36]=[N+:37]=[N-:38].[Na+].Cl.C(N(CC)CC)C. Product: [NH:7]1[C:8]2[C:13](=[CH:12][CH:11]=[CH:10][CH:9]=2)[C:5]([CH2:4][CH:3]([N:14]([CH:21]2[CH2:22][CH2:23][C:24]([N:33]([CH3:34])[CH3:35])([C:27]3[CH:28]=[CH:29][CH:30]=[CH:31][CH:32]=3)[CH2:25][CH2:26]2)[C:15](=[O:20])[C:16]([F:19])([F:17])[F:18])[C:1]2[NH:38][N:37]=[N:36][N:2]=2)=[CH:6]1. The catalyst class is: 885. (2) Reactant: C1COCC1.CCCCCC.Br[C:13]1[CH:14]=[C:15]([CH3:21])[C:16]([Cl:20])=[C:17]([CH3:19])[CH:18]=1.[C:22](=[O:24])=[O:23]. Product: [Cl:20][C:16]1[C:15]([CH3:21])=[CH:14][C:13]([C:22]([OH:24])=[O:23])=[CH:18][C:17]=1[CH3:19]. The catalyst class is: 6.